Dataset: Forward reaction prediction with 1.9M reactions from USPTO patents (1976-2016). Task: Predict the product of the given reaction. (1) Given the reactants N#N.[C:3]([O:7][C:8]([NH:10][CH:11]([CH2:15][C:16]1[CH:21]=[CH:20][C:19]([O:22][CH3:23])=[CH:18][CH:17]=1)[C:12](O)=O)=[O:9])([CH3:6])([CH3:5])[CH3:4].C(N1CCOCC1)C.CN(C(ON1N=NC2C=CC=CC1=2)=[N+](C)C)C.[B-](F)(F)(F)F.[Br:54][C:55]1[CH:56]=[C:57]([NH2:63])[C:58]([NH2:62])=[CH:59][C:60]=1[Br:61], predict the reaction product. The product is: [Br:54][C:55]1[C:60]([Br:61])=[CH:59][C:58]2[NH:62][C:12]([CH:11]([NH:10][C:8](=[O:9])[O:7][C:3]([CH3:6])([CH3:5])[CH3:4])[CH2:15][C:16]3[CH:21]=[CH:20][C:19]([O:22][CH3:23])=[CH:18][CH:17]=3)=[N:63][C:57]=2[CH:56]=1. (2) Given the reactants [NH2:1][CH2:2][CH2:3][CH2:4][OH:5].C(N(CC)CC)C.[F:13][C:14]1[CH:25]=[CH:24][C:17]([CH2:18][O:19][CH2:20][C:21](Cl)=[O:22])=[CH:16][CH:15]=1, predict the reaction product. The product is: [F:13][C:14]1[CH:15]=[CH:16][C:17]([CH2:18][O:19][CH2:20][C:21]([NH:1][CH2:2][CH2:3][CH2:4][OH:5])=[O:22])=[CH:24][CH:25]=1. (3) Given the reactants [CH2:1]([CH:8]1[CH2:12][O:11][C:10](=[O:13])[N:9]1[C:14](=[O:28])[CH:15]([CH3:27])[CH:16]([OH:26])[C:17]([CH3:25])=[CH:18][C:19]1[N:20]=[C:21]([CH3:24])[S:22][CH:23]=1)[C:2]1[CH:7]=[CH:6][CH:5]=[CH:4][CH:3]=1.N1C=CN=C1.Cl[Si:35]([CH2:40][CH3:41])([CH2:38][CH3:39])[CH2:36][CH3:37], predict the reaction product. The product is: [CH2:1]([CH:8]1[CH2:12][O:11][C:10](=[O:13])[N:9]1[C:14](=[O:28])[CH:15]([CH3:27])[CH:16]([O:26][Si:35]([CH2:40][CH3:41])([CH2:38][CH3:39])[CH2:36][CH3:37])[C:17]([CH3:25])=[CH:18][C:19]1[N:20]=[C:21]([CH3:24])[S:22][CH:23]=1)[C:2]1[CH:7]=[CH:6][CH:5]=[CH:4][CH:3]=1. (4) Given the reactants [O:1]1[CH2:3][C@H:2]1[CH2:4][N:5]1[CH2:14][CH2:13][C:12]2[C:7](=[CH:8][CH:9]=[CH:10][CH:11]=2)[CH2:6]1.[NH3:15].CCO, predict the reaction product. The product is: [NH2:15][CH2:3][C@H:2]([OH:1])[CH2:4][N:5]1[CH2:14][CH2:13][C:12]2[C:7](=[CH:8][CH:9]=[CH:10][CH:11]=2)[CH2:6]1.